Predict the reaction yield, written as a fraction of the theoretical maximum amount of product (1.0 means a 100% yield; for example, 0.34 means a 34% yield). From a dataset of Reaction yield outcomes from USPTO patents with 853,638 reactions. (1) The reactants are O1CCC[CH2:2]1.[NH:6]1[CH:10]=[CH:9][C:8]([C:11]2[CH:16]=[CH:15][N:14]=[CH:13][CH:12]=2)=[N:7]1.[H-].[Na+].COS(OC)(=O)=O. The catalyst is CCCCCC.C(OCC)C. The product is [CH3:2][N:6]1[CH:10]=[CH:9][C:8]([C:11]2[CH:16]=[CH:15][N:14]=[CH:13][CH:12]=2)=[N:7]1. The yield is 0.550. (2) The reactants are [CH3:1][N:2]([CH3:15])[C:3]1[CH:8]=[CH:7][C:6]([O:9][CH3:10])=[CH:5][C:4]=1[NH:11][C:12](=O)[CH3:13].CO. The catalyst is C1COCC1. The product is [CH3:15][N:2]([CH3:1])[C:3]1[CH:8]=[CH:7][C:6]([O:9][CH3:10])=[CH:5][C:4]=1[NH:11][CH2:12][CH3:13]. The yield is 0.960. (3) The reactants are [C:1](O)(C(F)(F)F)=[O:2].[Cl:8][C:9]1[CH:26]=[CH:25][CH:24]=[CH:23][C:10]=1[CH2:11][O:12][CH2:13][CH2:14][NH:15][C@H:16]1[CH2:21][CH2:20][C@H:19]([CH3:22])[CH2:18][CH2:17]1.C([O:29][C:30](=[O:42])[C:31]([CH3:41])([CH3:40])[CH2:32][S:33][C:34]1[S:38][C:37]([NH2:39])=[N:36][CH:35]=1)C.C1N=CN(C(N2C=NC=C2)=O)C=1.[OH-].[Na+]. The catalyst is C1COCC1.CN(C1C=CN=CC=1)C.C(O)C. The product is [Cl:8][C:9]1[CH:26]=[CH:25][CH:24]=[CH:23][C:10]=1[CH2:11][O:12][CH2:13][CH2:14][N:15]([C@H:16]1[CH2:17][CH2:18][C@H:19]([CH3:22])[CH2:20][CH2:21]1)[C:1](=[O:2])[NH:39][C:37]1[S:38][C:34]([S:33][CH2:32][C:31]([CH3:41])([CH3:40])[C:30]([OH:29])=[O:42])=[CH:35][N:36]=1. The yield is 0.530.